This data is from Forward reaction prediction with 1.9M reactions from USPTO patents (1976-2016). The task is: Predict the product of the given reaction. (1) Given the reactants C(C1C=C(C2ON=C(C3C=C(C)C(OCC(O)CNC(=O)CO)=C(C)C=3)N=2)C=CC=1)=O.[CH:32]([C:34]1[CH:35]=[C:36]([CH:40]=[CH:41][C:42]=1[CH3:43])[C:37]([OH:39])=O)=[O:33].[CH2:44]([C:46]1[CH:61]=[C:60]([C:62](=[NH:65])[NH:63]O)[CH:59]=[C:58]([CH3:66])[C:47]=1[O:48][CH2:49][C@@H:50]([OH:57])[CH2:51][NH:52][C:53](=[O:56])[CH2:54][OH:55])[CH3:45], predict the reaction product. The product is: [CH2:44]([C:46]1[CH:61]=[C:60]([C:62]2[N:65]=[C:37]([C:36]3[CH:40]=[CH:41][C:42]([CH3:43])=[C:34]([CH:32]=[O:33])[CH:35]=3)[O:39][N:63]=2)[CH:59]=[C:58]([CH3:66])[C:47]=1[O:48][CH2:49][C@@H:50]([OH:57])[CH2:51][NH:52][C:53](=[O:56])[CH2:54][OH:55])[CH3:45]. (2) Given the reactants [CH3:1][O:2][C:3]1[CH:4]=[C:5]([CH:10]=[CH:11][C:12]=1[O:13][CH3:14])[C:6]([O:8][CH3:9])=[O:7].[Br:15]Br, predict the reaction product. The product is: [CH3:9][O:8][C:6](=[O:7])[C:5]1[CH:4]=[C:3]([O:2][CH3:1])[C:12]([O:13][CH3:14])=[CH:11][C:10]=1[Br:15]. (3) The product is: [C:1]([C:3]1[CH:4]=[C:5]([C:10]2[O:14][C:13]([NH:15][CH2:16][C:17]([OH:19])=[O:18])=[N:12][N:11]=2)[CH:6]=[CH:7][C:8]=1[F:9])#[N:2]. Given the reactants [C:1]([C:3]1[CH:4]=[C:5]([C:10]2[O:14][C:13]([NH:15][CH2:16][C:17]([O:19]C(C)(C)C)=[O:18])=[N:12][N:11]=2)[CH:6]=[CH:7][C:8]=1[F:9])#[N:2], predict the reaction product. (4) Given the reactants [Si]([O:8][CH2:9][CH2:10][CH2:11][N:12]1[C:20](=[O:21])[C:19]2[N:18]([CH2:22][C:23]3[CH:28]=[CH:27][C:26]([Cl:29])=[CH:25][CH:24]=3)[C:17]([NH:30][CH2:31][CH2:32][CH3:33])=[N:16][C:15]=2[N:14]([CH3:34])[C:13]1=[O:35])(C(C)(C)C)(C)C.Cl, predict the reaction product. The product is: [ClH:29].[Cl:29][C:26]1[CH:25]=[CH:24][C:23]([CH2:22][N:18]2[C:19]3[C:20](=[O:21])[N:12]([CH2:11][CH2:10][CH2:9][OH:8])[C:13](=[O:35])[N:14]([CH3:34])[C:15]=3[N:16]=[C:17]2[NH:30][CH2:31][CH2:32][CH3:33])=[CH:28][CH:27]=1. (5) Given the reactants Cl[C:2]1[N:7]=[CH:6][N:5]=[C:4]([NH:8][C:9]2[CH:14]=[CH:13][C:12]([N:15]3[CH2:20][CH2:19][N:18]([CH:21]4[CH2:24][O:23][CH2:22]4)[CH2:17][CH2:16]3)=[CH:11][CH:10]=2)[N:3]=1.CC1(C)C(C)(C)OB([C:33]2[CH:34]=[C:35]([CH:38]=[CH:39][CH:40]=2)[C:36]#[N:37])O1.C(=O)([O-])[O-].[Na+].[Na+].O1CCOCC1, predict the reaction product. The product is: [O:23]1[CH2:24][CH:21]([N:18]2[CH2:19][CH2:20][N:15]([C:12]3[CH:13]=[CH:14][C:9]([NH:8][C:4]4[N:5]=[CH:6][N:7]=[C:2]([C:33]5[CH:34]=[C:35]([CH:38]=[CH:39][CH:40]=5)[C:36]#[N:37])[N:3]=4)=[CH:10][CH:11]=3)[CH2:16][CH2:17]2)[CH2:22]1. (6) Given the reactants [CH3:1][S:2][C:3]1[CH:4]=[C:5]([CH:32]=[CH:33][CH:34]=1)[NH:6][CH:7]1[CH2:12][CH2:11][N:10]([CH2:13][C:14]2[CH:19]=[CH:18][N:17]=[C:16]([C:20]3[CH:25]=[C:24]([O:26][CH3:27])[C:23]([O:28][CH3:29])=[C:22]([O:30][CH3:31])[CH:21]=3)[CH:15]=2)[CH2:9][CH2:8]1.[CH3:35][O:36][C:37]1[CH:38]=[C:39]([C:47]2[CH:48]=[C:49]([CH:52]=[CH:53][CH:54]=2)[CH2:50][Cl:51])[CH:40]=[C:41]([O:45][CH3:46])[C:42]=1[O:43][CH3:44], predict the reaction product. The product is: [ClH:51].[ClH:51].[CH3:1][S:2][C:3]1[CH:4]=[C:5]([N:6]([CH:7]2[CH2:8][CH2:9][N:10]([CH2:13][C:14]3[CH:19]=[CH:18][N:17]=[C:16]([C:20]4[CH:21]=[C:22]([O:30][CH3:31])[C:23]([O:28][CH3:29])=[C:24]([O:26][CH3:27])[CH:25]=4)[CH:15]=3)[CH2:11][CH2:12]2)[CH2:50][C:49]2[CH:52]=[CH:53][CH:54]=[C:47]([C:39]3[CH:40]=[C:41]([O:45][CH3:46])[C:42]([O:43][CH3:44])=[C:37]([O:36][CH3:35])[CH:38]=3)[CH:48]=2)[CH:32]=[CH:33][CH:34]=1.